From a dataset of Full USPTO retrosynthesis dataset with 1.9M reactions from patents (1976-2016). Predict the reactants needed to synthesize the given product. (1) Given the product [CH3:1][O:2][C:3](=[O:12])[CH2:4][C:5]1[CH:10]=[CH:9][CH:8]=[C:7]([Br:27])[C:6]=1[OH:11], predict the reactants needed to synthesize it. The reactants are: [CH3:1][O:2][C:3](=[O:12])[CH2:4][C:5]1[CH:10]=[CH:9][CH:8]=[CH:7][C:6]=1[OH:11].C(NC(C)C)(C)C.C1C(=O)N([Br:27])C(=O)C1.Cl. (2) The reactants are: Cl[C:2]1[CH:7]=[C:6]([C:8]2[CH:13]=[C:12]([Cl:14])[CH:11]=[CH:10][C:9]=2[CH3:15])[N:5]=[C:4]([NH2:16])[N:3]=1.[F:17][C:18]([F:27])([F:26])[C:19]1[CH:24]=[CH:23][C:22]([NH2:25])=[CH:21][CH:20]=1. Given the product [Cl:14][C:12]1[CH:11]=[CH:10][C:9]([CH3:15])=[C:8]([C:6]2[N:5]=[C:4]([NH2:16])[N:3]=[C:2]([NH:25][C:22]3[CH:23]=[CH:24][C:19]([C:18]([F:17])([F:26])[F:27])=[CH:20][CH:21]=3)[CH:7]=2)[CH:13]=1, predict the reactants needed to synthesize it. (3) Given the product [Cl:1][C:2]1[CH:10]=[CH:9][C:8]([CH3:11])=[CH:7][C:3]=1[C:4]([NH:6][C:20](=[O:19])[NH:21][C:22]1[S:23][C:24]2[CH:30]=[C:29]([S:31]([CH3:34])(=[O:33])=[O:32])[CH:28]=[CH:27][C:25]=2[N:26]=1)=[O:5], predict the reactants needed to synthesize it. The reactants are: [Cl:1][C:2]1[CH:10]=[CH:9][C:8]([CH3:11])=[CH:7][C:3]=1[C:4]([NH2:6])=[O:5].FC1C=CC([O:19][C:20](=O)[NH:21][C:22]2[S:23][C:24]3[CH:30]=[C:29]([S:31]([CH3:34])(=[O:33])=[O:32])[CH:28]=[CH:27][C:25]=3[N:26]=2)=CC=1. (4) Given the product [F:24][C:14]1[C:15]([O:22][CH3:23])=[CH:16][C:17]([O:20][CH3:21])=[C:18]([F:19])[C:13]=1[N:8]1[C:7](=[O:25])[C:6]2([CH2:27][CH2:26]2)[C:5]2[C:10](=[CH:11][N:12]=[C:3]([CH2:2][NH:1][C:37](=[O:40])[CH:38]=[CH2:39])[CH:4]=2)[CH2:9]1, predict the reactants needed to synthesize it. The reactants are: [NH2:1][CH2:2][C:3]1[CH:4]=[C:5]2[C:10](=[CH:11][N:12]=1)[CH2:9][N:8]([C:13]1[C:18]([F:19])=[C:17]([O:20][CH3:21])[CH:16]=[C:15]([O:22][CH3:23])[C:14]=1[F:24])[C:7](=[O:25])[C:6]12[CH2:27][CH2:26]1.C(N(CC)C(C)C)(C)C.[C:37](Cl)(=[O:40])[CH:38]=[CH2:39]. (5) Given the product [F:1][C:2]([F:7])([F:6])[C@@H:3]([OH:4])[CH2:5][N:16]1[CH2:17][CH2:18][CH2:19][CH:14]([C:12]2[O:11][N:10]=[C:9]([CH3:8])[N:13]=2)[CH2:15]1, predict the reactants needed to synthesize it. The reactants are: [F:1][C:2]([F:7])([F:6])[C@@H:3]1[CH2:5][O:4]1.[CH3:8][C:9]1[N:13]=[C:12]([CH:14]2[CH2:19][CH2:18][CH2:17][NH:16][CH2:15]2)[O:11][N:10]=1.C(N(C(C)C)CC)(C)C.N1CCCCC1. (6) The reactants are: [Cl:1][C:2]1[CH:3]=[C:4]([CH:18]=[CH:19][CH:20]=1)[CH2:5][CH:6]1[CH:10]([C:11]2[CH:16]=[CH:15][CH:14]=[CH:13][CH:12]=2)[CH2:9][NH:8][C:7]1=[O:17].C([Li])CCC.[CH3:26][N:27]1[CH:31]=[C:30]([S:32](Cl)(=[O:34])=[O:33])[N:29]=[CH:28]1. Given the product [Cl:1][C:2]1[CH:3]=[C:4]([CH:18]=[CH:19][CH:20]=1)[CH2:5][CH:6]1[CH:10]([C:11]2[CH:16]=[CH:15][CH:14]=[CH:13][CH:12]=2)[CH2:9][N:8]([S:32]([C:30]2[N:29]=[CH:28][N:27]([CH3:26])[CH:31]=2)(=[O:34])=[O:33])[C:7]1=[O:17], predict the reactants needed to synthesize it. (7) The reactants are: [S:1]([O:6]C)([O:4][CH3:5])(=[O:3])=[O:2].[CH3:8][N:9]([CH3:11])[CH3:10]. Given the product [S:1]([O-:6])([O-:4])(=[O:3])=[O:2].[CH3:8][N+:9]([CH3:5])([CH3:11])[CH3:10].[CH3:8][N+:9]([CH3:5])([CH3:11])[CH3:10], predict the reactants needed to synthesize it.